The task is: Predict the product of the given reaction.. This data is from Forward reaction prediction with 1.9M reactions from USPTO patents (1976-2016). (1) Given the reactants [CH2:1]([O:3][C:4]([C:6]1[C:7]([C:24]2[CH:29]=[CH:28][C:27]([F:30])=[CH:26][CH:25]=2)=[C:8]2[N:13]([CH:14]=1)[CH:12]=[C:11]([C:15](C)(C)[O:16][SiH2]C(C)(C)C)[CH:10]=[CH:9]2)=[O:5])[CH3:2].[F-].C([N+](CCCC)(CCCC)CCCC)CCC.O, predict the reaction product. The product is: [CH2:1]([O:3][C:4]([C:6]1[C:7]([C:24]2[CH:25]=[CH:26][C:27]([F:30])=[CH:28][CH:29]=2)=[C:8]2[N:13]([CH:14]=1)[CH:12]=[C:11]([CH2:15][OH:16])[CH:10]=[CH:9]2)=[O:5])[CH3:2]. (2) Given the reactants [F:1][C:2]1[CH:3]=[C:4]([N:16]2[CH2:20][C@H:19]([CH2:21][O:22][C:23]3[CH:27]=[CH:26][O:25][N:24]=3)[O:18][C:17]2=[O:28])[CH:5]=[CH:6][C:7]=1[N:8]1[CH:12]=[C:11]([CH:13]=[N:14]O)[N:10]=[CH:9]1.C(OC(=O)C)(=O)C, predict the reaction product. The product is: [F:1][C:2]1[CH:3]=[C:4]([N:16]2[CH2:20][C@H:19]([CH2:21][O:22][C:23]3[CH:27]=[CH:26][O:25][N:24]=3)[O:18][C:17]2=[O:28])[CH:5]=[CH:6][C:7]=1[N:8]1[CH:12]=[C:11]([C:13]#[N:14])[N:10]=[CH:9]1. (3) The product is: [CH3:1][C:2]1[CH:7]=[CH:6][CH:5]=[C:4]([CH3:8])[C:3]=1[C:9]1[N:10]=[C:11]([N:28]2[CH2:33][CH2:32][N:31]([CH2:36][C:37]([NH2:39])=[O:38])[C@H:30]([CH3:34])[CH2:29]2)[C:12]([CH2:16][O:17][C:18]2[CH:23]=[C:22]([CH:24]([CH3:26])[CH3:25])[CH:21]=[CH:20][C:19]=2[CH3:27])=[C:13]([CH3:15])[N:14]=1. Given the reactants [CH3:1][C:2]1[CH:7]=[CH:6][CH:5]=[C:4]([CH3:8])[C:3]=1[C:9]1[N:14]=[C:13]([CH3:15])[C:12]([CH2:16][O:17][C:18]2[CH:23]=[C:22]([CH:24]([CH3:26])[CH3:25])[CH:21]=[CH:20][C:19]=2[CH3:27])=[C:11]([N:28]2[CH2:33][CH2:32][NH:31][C@H:30]([CH3:34])[CH2:29]2)[N:10]=1.Br[CH2:36][C:37]([NH2:39])=[O:38].C(=O)([O-])[O-].[Na+].[Na+], predict the reaction product.